This data is from TCR-epitope binding with 47,182 pairs between 192 epitopes and 23,139 TCRs. The task is: Binary Classification. Given a T-cell receptor sequence (or CDR3 region) and an epitope sequence, predict whether binding occurs between them. (1) The epitope is TLVPQEHYV. The TCR CDR3 sequence is CASSQDRGSLYEQYF. Result: 1 (the TCR binds to the epitope). (2) The epitope is SFHSLHLLF. The TCR CDR3 sequence is CASSMTYGYTF. Result: 0 (the TCR does not bind to the epitope). (3) The epitope is TEKSNIIRGW. The TCR CDR3 sequence is CASSLNPQQPQHF. Result: 0 (the TCR does not bind to the epitope).